From a dataset of NCI-60 drug combinations with 297,098 pairs across 59 cell lines. Regression. Given two drug SMILES strings and cell line genomic features, predict the synergy score measuring deviation from expected non-interaction effect. (1) Drug 1: CCC1=C2CN3C(=CC4=C(C3=O)COC(=O)C4(CC)O)C2=NC5=C1C=C(C=C5)O. Drug 2: CC1C(C(CC(O1)OC2CC(OC(C2O)C)OC3=CC4=CC5=C(C(=O)C(C(C5)C(C(=O)C(C(C)O)O)OC)OC6CC(C(C(O6)C)O)OC7CC(C(C(O7)C)O)OC8CC(C(C(O8)C)O)(C)O)C(=C4C(=C3C)O)O)O)O. Cell line: SF-268. Synergy scores: CSS=21.9, Synergy_ZIP=-0.771, Synergy_Bliss=-2.60, Synergy_Loewe=-8.50, Synergy_HSA=-0.431. (2) Drug 1: CC1=CC=C(C=C1)C2=CC(=NN2C3=CC=C(C=C3)S(=O)(=O)N)C(F)(F)F. Drug 2: C(=O)(N)NO. Cell line: LOX IMVI. Synergy scores: CSS=-7.24, Synergy_ZIP=0.639, Synergy_Bliss=-2.54, Synergy_Loewe=-8.02, Synergy_HSA=-6.03. (3) Drug 1: C1=CC(=C2C(=C1NCCNCCO)C(=O)C3=C(C=CC(=C3C2=O)O)O)NCCNCCO. Drug 2: CN(CCCl)CCCl.Cl. Cell line: HCC-2998. Synergy scores: CSS=30.2, Synergy_ZIP=-3.90, Synergy_Bliss=-2.14, Synergy_Loewe=-4.31, Synergy_HSA=-0.441.